Predict the product of the given reaction. From a dataset of Forward reaction prediction with 1.9M reactions from USPTO patents (1976-2016). (1) Given the reactants [CH3:1][C:2]1[CH:7]=[C:6](B2OC(C)(C)C(C)(C)O2)[CH:5]=[C:4]([CH3:17])[C:3]=1[OH:18].Br[C:20]1[CH:29]=[CH:28][C:23]([C:24]([O:26][CH3:27])=[O:25])=[CH:22][CH:21]=1.C([O-])([O-])=O.[Cs+].[Cs+], predict the reaction product. The product is: [OH:18][C:3]1[C:4]([CH3:17])=[CH:5][C:6]([C:20]2[CH:29]=[CH:28][C:23]([C:24]([O:26][CH3:27])=[O:25])=[CH:22][CH:21]=2)=[CH:7][C:2]=1[CH3:1]. (2) Given the reactants [F:1][C:2]([F:18])([C:9]([F:17])([F:16])[C:10]([F:15])([F:14])[CH:11]([F:13])[F:12])[CH2:3][CH:4]([C:7]#[N:8])[C:5]#[N:6].FC(F)(F)S(O[CH2:25][C:26]([F:32])([F:31])[C:27]([F:30])([F:29])[F:28])(=O)=O.C(=O)([O-])[O-].[K+].[K+].Cl, predict the reaction product. The product is: [F:1][C:2]([F:18])([C:9]([F:16])([F:17])[C:10]([F:14])([F:15])[CH:11]([F:13])[F:12])[CH2:3][C:4]([CH2:25][C:26]([F:32])([F:31])[C:27]([F:30])([F:29])[F:28])([C:7]#[N:8])[C:5]#[N:6]. (3) Given the reactants [CH3:1][O:2][C:3](=[O:47])[NH:4][CH:5]([C:9]([N:11]1[CH2:15][CH2:14][CH2:13][CH:12]1[C:16]1[NH:17][C:18]([C:21]2[CH:30]=[CH:29][C:28]3[C:23](=[CH:24][CH:25]=[C:26]([C:31]4[CH:36]=[CH:35][C:34]([C:37]5[NH:38][C:39]([CH:42]6[CH2:46][CH2:45][CH2:44][NH:43]6)=[N:40][CH:41]=5)=[CH:33][CH:32]=4)[CH:27]=3)[CH:22]=2)=[CH:19][N:20]=1)=[O:10])[CH:6]([CH3:8])[CH3:7].[CH3:48][O:49][C:50]([NH:52][C@H:53]([C:57]1[CH:62]=[CH:61][CH:60]=[CH:59][CH:58]=1)[C:54](O)=[O:55])=[O:51].CN(C(ON1N=NC2C=CC=NC1=2)=[N+](C)C)C.F[P-](F)(F)(F)(F)F.[O-]P([O-])([O-])=O.[K+].[K+].[K+], predict the reaction product. The product is: [CH3:1][O:2][C:3](=[O:47])[NH:4][CH:5]([C:9]([N:11]1[CH2:15][CH2:14][CH2:13][CH:12]1[C:16]1[NH:17][C:18]([C:21]2[CH:30]=[CH:29][C:28]3[C:23](=[CH:24][CH:25]=[C:26]([C:31]4[CH:36]=[CH:35][C:34]([C:37]5[NH:38][C:39]([C@@H:42]6[CH2:46][CH2:45][CH2:44][N:43]6[C:54](=[O:55])[CH:53]([NH:52][C:50]([O:49][CH3:48])=[O:51])[C:57]6[CH:62]=[CH:61][CH:60]=[CH:59][CH:58]=6)=[N:40][CH:41]=5)=[CH:33][CH:32]=4)[CH:27]=3)[CH:22]=2)=[CH:19][N:20]=1)=[O:10])[CH:6]([CH3:8])[CH3:7]. (4) Given the reactants [CH2:1]([O:3][C@H:4]1[CH2:8][N:7]([C:9]([O:11][CH2:12][C:13]2[CH:18]=[CH:17][CH:16]=[CH:15][CH:14]=2)=[O:10])[CH:6]([C:19](OCC)=[O:20])[CH2:5]1)[CH3:2].[BH4-].[Li+].O.Cl, predict the reaction product. The product is: [CH2:1]([O:3][C@H:4]1[CH2:8][N:7]([C:9]([O:11][CH2:12][C:13]2[CH:18]=[CH:17][CH:16]=[CH:15][CH:14]=2)=[O:10])[CH:6]([CH2:19][OH:20])[CH2:5]1)[CH3:2]. (5) Given the reactants [CH:1]([C:4]1[CH:12]=[CH:11][CH:10]=[CH:9][C:5]=1[C:6]([OH:8])=[O:7])([CH3:3])[CH3:2].S(Cl)(Cl)=O.N1C=CC=C[CH:18]=1, predict the reaction product. The product is: [CH3:18][O:7][C:6](=[O:8])[C:5]1[CH:9]=[CH:10][CH:11]=[CH:12][C:4]=1[CH:1]([CH3:3])[CH3:2]. (6) Given the reactants [CH2:1]([O:3][C:4]([C:6]1[N:11]=[C:10](Br)[C:9]2[CH:13]=[C:14]([C:16]3[CH:21]=[CH:20][CH:19]=[C:18]([C:22]([F:25])([F:24])[F:23])[CH:17]=3)[S:15][C:8]=2[C:7]=1[OH:26])=[O:5])[CH3:2].[Cu][C:28]#[N:29], predict the reaction product. The product is: [CH2:1]([O:3][C:4]([C:6]1[N:11]=[C:10]([C:28]#[N:29])[C:9]2[CH:13]=[C:14]([C:16]3[CH:21]=[CH:20][CH:19]=[C:18]([C:22]([F:25])([F:24])[F:23])[CH:17]=3)[S:15][C:8]=2[C:7]=1[OH:26])=[O:5])[CH3:2].